From a dataset of Full USPTO retrosynthesis dataset with 1.9M reactions from patents (1976-2016). Predict the reactants needed to synthesize the given product. (1) Given the product [N:20]1([C:24]([C:26]2[N:27]=[CH:28][C:29]([O:1][C:2]3[CH:3]=[C:4]([CH:9]=[C:10]([O:12][C@@H:13]4[CH2:17][CH2:16][N:15]([CH3:18])[C:14]4=[O:19])[CH:11]=3)[C:5]([O:7][CH3:8])=[O:6])=[N:30][CH:31]=2)=[O:25])[CH2:23][CH2:22][CH2:21]1, predict the reactants needed to synthesize it. The reactants are: [OH:1][C:2]1[CH:3]=[C:4]([CH:9]=[C:10]([O:12][C@@H:13]2[CH2:17][CH2:16][N:15]([CH3:18])[C:14]2=[O:19])[CH:11]=1)[C:5]([O:7][CH3:8])=[O:6].[N:20]1([C:24]([C:26]2[CH:31]=[N:30][C:29](Cl)=[CH:28][N:27]=2)=[O:25])[CH2:23][CH2:22][CH2:21]1.C(=O)([O-])[O-]. (2) Given the product [NH2:9][C:10]1[C:2]([F:1])=[CH:3][CH:4]=[CH:5][C:6]=1[C:7]#[N:12], predict the reactants needed to synthesize it. The reactants are: [F:1][C:2]1[CH:3]=[CH:4][CH:5]=[C:6]2[C:10]=1[NH:9]C(=O)/[C:7]/2=[N:12]\O. (3) Given the product [CH2:1]([CH:8]1[O:12][C:11](=[O:13])[N:10]([C:14]2[CH:19]=[CH:18][C:17]([B:21]3[O:25][C:24]([CH3:27])([CH3:26])[C:23]([CH3:29])([CH3:28])[O:22]3)=[CH:16][CH:15]=2)[CH2:9]1)[C:2]1[CH:7]=[CH:6][CH:5]=[CH:4][CH:3]=1, predict the reactants needed to synthesize it. The reactants are: [CH2:1]([CH:8]1[O:12][C:11](=[O:13])[N:10]([C:14]2[CH:19]=[CH:18][C:17](Br)=[CH:16][CH:15]=2)[CH2:9]1)[C:2]1[CH:7]=[CH:6][CH:5]=[CH:4][CH:3]=1.[B:21]1([B:21]2[O:25][C:24]([CH3:27])([CH3:26])[C:23]([CH3:29])([CH3:28])[O:22]2)[O:25][C:24]([CH3:27])([CH3:26])[C:23]([CH3:29])([CH3:28])[O:22]1.ClCCl.C([O-])(=O)C.[K+]. (4) Given the product [ClH:41].[C:1]1([C:7]2[N:8]=[C:9]3[C:15]4[CH:16]=[CH:17][CH:18]=[CH:19][C:14]=4[NH:13][C:12]4[N:20]=[CH:21][CH:22]=[CH:23][C:11]=4[N:10]3[C:24]=2[C:25]2[CH:26]=[CH:27][C:28]([C@@H:31]([NH2:33])[CH3:32])=[CH:29][CH:30]=2)[CH:2]=[CH:3][CH:4]=[CH:5][CH:6]=1, predict the reactants needed to synthesize it. The reactants are: [C:1]1([C:7]2[N:8]=[C:9]3[C:15]4[CH:16]=[CH:17][CH:18]=[CH:19][C:14]=4[NH:13][C:12]4[N:20]=[CH:21][CH:22]=[CH:23][C:11]=4[N:10]3[C:24]=2[C:25]2[CH:30]=[CH:29][C:28]([C@@H:31]([NH:33]C(=O)OC(C)(C)C)[CH3:32])=[CH:27][CH:26]=2)[CH:6]=[CH:5][CH:4]=[CH:3][CH:2]=1.[ClH:41]. (5) Given the product [CH:1]1([C:4]2[CH:9]=[CH:8][C:7]([I:21])=[C:6]([F:11])[CH:5]=2)[CH2:3][CH2:2]1, predict the reactants needed to synthesize it. The reactants are: [CH:1]1([C:4]2[CH:9]=[CH:8][C:7](N)=[C:6]([F:11])[CH:5]=2)[CH2:3][CH2:2]1.S(=O)(=O)(O)O.N([O-])=O.[Na+].[I-:21].[K+]. (6) Given the product [Br:14][C:4]1[CH:3]=[C:2]([CH3:1])[C:11]2[NH:10][C:9](=[O:12])[O:8][C:7](=[O:13])[C:6]=2[CH:5]=1, predict the reactants needed to synthesize it. The reactants are: [CH3:1][C:2]1[C:11]2[NH:10][C:9](=[O:12])[O:8][C:7](=[O:13])[C:6]=2[CH:5]=[CH:4][CH:3]=1.[Br:14]Br.C(=O)(O)[O-].[Na+]. (7) Given the product [CH2:21]([N:7]1[C:6]([CH2:4][OH:3])=[CH:10][C:9]([C:11]2[CH:16]=[CH:15][C:14]([C:17]([F:19])([F:18])[F:20])=[CH:13][CH:12]=2)=[N:8]1)[CH3:22], predict the reactants needed to synthesize it. The reactants are: C([O:3][C:4]([C:6]1[N:7]([CH2:21][CH3:22])[N:8]=[C:9]([C:11]2[CH:16]=[CH:15][C:14]([C:17]([F:20])([F:19])[F:18])=[CH:13][CH:12]=2)[CH:10]=1)=O)C.[H-].[Al+3].[Li+].[H-].[H-].[H-].